Dataset: Full USPTO retrosynthesis dataset with 1.9M reactions from patents (1976-2016). Task: Predict the reactants needed to synthesize the given product. (1) Given the product [F:1][C:2]([F:26])([F:25])[CH2:3][NH:4][C:5]([C:7]1([CH2:20][CH2:21][CH2:22][CH2:23][N:32]2[CH2:33][C@@H:28]([CH3:27])[N:29]([C:35]3[CH:44]=[CH:43][C:42]4[C:37](=[CH:38][CH:39]=[CH:40][CH:41]=4)[N:36]=3)[CH2:30][C@@H:31]2[CH3:34])[C:19]2[CH:18]=[CH:17][CH:16]=[CH:15][C:14]=2[C:13]2[C:8]1=[CH:9][CH:10]=[CH:11][CH:12]=2)=[O:6], predict the reactants needed to synthesize it. The reactants are: [F:1][C:2]([F:26])([F:25])[CH2:3][NH:4][C:5]([C:7]1([CH2:20][CH2:21][CH2:22][CH2:23]Br)[C:19]2[CH:18]=[CH:17][CH:16]=[CH:15][C:14]=2[C:13]2[C:8]1=[CH:9][CH:10]=[CH:11][CH:12]=2)=[O:6].[CH3:27][C@H:28]1[CH2:33][NH:32][C@H:31]([CH3:34])[CH2:30][N:29]1[C:35]1[CH:44]=[CH:43][C:42]2[C:37](=[CH:38][CH:39]=[CH:40][CH:41]=2)[N:36]=1. (2) Given the product [CH2:1]([O:3][C:4]([C:6]1[NH:7][C:8]([S:11][CH2:15][C:13]([C:16]2[CH:17]=[CH:18][C:19]([C:20]#[N:21])=[CH:22][CH:23]=2)([OH:14])[CH3:12])=[N:9][CH:10]=1)=[O:5])[CH3:2], predict the reactants needed to synthesize it. The reactants are: [CH2:1]([O:3][C:4]([C:6]1[N:7]=[C:8]([SH:11])[NH:9][CH:10]=1)=[O:5])[CH3:2].[CH3:12][C:13]1([C:16]2[CH:23]=[CH:22][C:19]([C:20]#[N:21])=[CH:18][CH:17]=2)[CH2:15][O:14]1.C(N(CC)CC)C. (3) Given the product [NH2:16][C@H:13]1[CH2:14][CH2:15][C@H:10]([CH2:9][NH:8][C:6]([O:5][C:1]([CH3:4])([CH3:3])[CH3:2])=[O:7])[CH2:11][CH2:12]1, predict the reactants needed to synthesize it. The reactants are: [C:1]([O:5][C:6]([NH:8][CH2:9][C@H:10]1[CH2:15][CH2:14][C@H:13]([NH:16]C(OCC2C=CC=CC=2)=O)[CH2:12][CH2:11]1)=[O:7])([CH3:4])([CH3:3])[CH3:2]. (4) Given the product [C:1]([C:5]1[CH:10]=[CH:9][C:8]([S:11]([N:14]([C:15]2[CH:23]=[C:22]3[C:18]([CH:19]=[N:20][NH:21]3)=[CH:17][CH:16]=2)[CH2:24][C:25]([N:30]([CH2:31][CH3:32])[CH2:28][CH3:29])=[O:26])(=[O:12])=[O:13])=[CH:7][CH:6]=1)([CH3:2])([CH3:3])[CH3:4], predict the reactants needed to synthesize it. The reactants are: [C:1]([C:5]1[CH:10]=[CH:9][C:8]([S:11]([N:14]([CH2:24][C:25](O)=[O:26])[C:15]2[CH:23]=[C:22]3[C:18]([CH:19]=[N:20][NH:21]3)=[CH:17][CH:16]=2)(=[O:13])=[O:12])=[CH:7][CH:6]=1)([CH3:4])([CH3:3])[CH3:2].[CH2:28]([NH:30][CH2:31][CH3:32])[CH3:29]. (5) The reactants are: [OH:1][C:2]1[CH:7]=[CH:6][C:5]([C:8]2[CH:13]=[CH:12][C:11]([C:14]#[N:15])=[CH:10][CH:9]=2)=[CH:4][C:3]=1I.[CH3:17][O:18][CH:19]=[CH:20][CH:21]=[CH2:22].C(=O)(O)[O-].[Na+]. Given the product [CH3:17][O:18]/[CH:19]=[CH:20]/[CH:21]1[CH2:22][C:3]2[CH:4]=[C:5]([C:8]3[CH:13]=[CH:12][C:11]([C:14]#[N:15])=[CH:10][CH:9]=3)[CH:6]=[CH:7][C:2]=2[O:1]1, predict the reactants needed to synthesize it. (6) The reactants are: [OH:1][C:2]1[CH:3]=[C:4]([CH2:8][C:9]([NH:11][NH:12][C:13](=[O:25])[C:14]2[C:19]([O:20]C)=[CH:18][C:17]([O:22]C)=[CH:16][C:15]=2[Cl:24])=[O:10])[CH:5]=[CH:6][CH:7]=1.B(Br)(Br)Br. Given the product [OH:1][C:2]1[CH:3]=[C:4]([CH2:8][C:9]([NH:11][NH:12][C:13](=[O:25])[C:14]2[C:19]([OH:20])=[CH:18][C:17]([OH:22])=[CH:16][C:15]=2[Cl:24])=[O:10])[CH:5]=[CH:6][CH:7]=1, predict the reactants needed to synthesize it. (7) Given the product [CH3:16][O:17][C:18](=[O:43])[CH2:19][C:20]1[CH:21]=[CH:22][C:23]([O:26][CH2:27][C:28]2[CH:33]=[CH:32][C:31]([S:14][C:11]3[N:10]([CH3:15])[C:9]([CH2:2][CH2:3][CH2:4][CH2:5][CH2:6][CH2:7][CH3:8])=[N:13][N:12]=3)=[CH:30][C:29]=2[O:35][CH2:36][CH2:37][CH2:38][CH2:39][CH2:40][CH2:41][CH3:42])=[CH:24][CH:25]=1, predict the reactants needed to synthesize it. The reactants are: [BH4-].[CH2:2]([C:9]1[N:10]([CH3:15])[C:11]([SH:14])=[N:12][N:13]=1)[CH2:3][CH2:4][CH2:5][CH2:6][CH2:7][CH3:8].[CH3:16][O:17][C:18](=[O:43])[CH2:19][C:20]1[CH:25]=[CH:24][C:23]([O:26][CH2:27][C:28]2[CH:33]=[CH:32][C:31](I)=[CH:30][C:29]=2[O:35][CH2:36][CH2:37][CH2:38][CH2:39][CH2:40][CH2:41][CH3:42])=[CH:22][CH:21]=1. (8) Given the product [Br:2][C:3]1[CH:4]=[CH:5][C:6]([CH3:16])=[C:7]2[C:11]=1[NH:10][C:9]([CH3:12])=[C:8]2[CH2:13][CH2:14][NH:15][C:22](=[O:23])[C:21]1[CH:25]=[CH:26][C:27]([O:28][CH3:29])=[C:19]([O:18][CH3:17])[CH:20]=1, predict the reactants needed to synthesize it. The reactants are: Cl.[Br:2][C:3]1[CH:4]=[CH:5][C:6]([CH3:16])=[C:7]2[C:11]=1[NH:10][C:9]([CH3:12])=[C:8]2[CH2:13][CH2:14][NH2:15].[CH3:17][O:18][C:19]1[CH:20]=[C:21]([CH:25]=[CH:26][C:27]=1[O:28][CH3:29])[C:22](Cl)=[O:23]. (9) Given the product [F:20][C:16]1[N:15]=[C:14]([F:13])[CH:19]=[CH:18][C:17]=1[C:21]([OH:23])=[O:22], predict the reactants needed to synthesize it. The reactants are: C([Li])CCC.C(NC(C)C)(C)C.[F:13][C:14]1[CH:19]=[CH:18][CH:17]=[C:16]([F:20])[N:15]=1.[C:21](=[O:23])=[O:22].